From a dataset of Catalyst prediction with 721,799 reactions and 888 catalyst types from USPTO. Predict which catalyst facilitates the given reaction. (1) Reactant: [C:1]1([C:7]2[CH:8]=[C:9]3[C:13](=[CH:14][CH:15]=2)[NH:12][CH:11]=[CH:10]3)[CH:6]=[CH:5][CH:4]=[CH:3][CH:2]=1.[C:16](O[C:16]([O:18][C:19]([CH3:22])([CH3:21])[CH3:20])=[O:17])([O:18][C:19]([CH3:22])([CH3:21])[CH3:20])=[O:17].C(OCC)(=O)C. Product: [C:19]([O:18][C:16]([N:12]1[C:13]2[C:9](=[CH:8][C:7]([C:1]3[CH:2]=[CH:3][CH:4]=[CH:5][CH:6]=3)=[CH:15][CH:14]=2)[CH:10]=[CH:11]1)=[O:17])([CH3:22])([CH3:21])[CH3:20]. The catalyst class is: 594. (2) Reactant: Cl[C:2]1[C:3]2[C:4]3[C:9]([S:10][C:11]=2[N:12]=[CH:13][N:14]=1)=[CH:8][CH:7]=[C:6]([CH2:15][C:16]([O:18][CH2:19][CH3:20])=[O:17])[CH:5]=3.C(=O)([O-])[O-].[K+].[K+].[N:27]1([C@H:33]2[CH2:38][CH2:37][C@H:36]([NH2:39])[CH2:35][CH2:34]2)[CH2:32][CH2:31][O:30][CH2:29][CH2:28]1. Product: [O:30]1[CH2:29][CH2:28][N:27]([C@H:33]2[CH2:34][CH2:35][C@H:36]([NH:39][C:2]3[C:3]4[C:4]5[CH:5]=[C:6]([CH2:15][C:16]([O:18][CH2:19][CH3:20])=[O:17])[CH:7]=[CH:8][C:9]=5[S:10][C:11]=4[N:12]=[CH:13][N:14]=3)[CH2:37][CH2:38]2)[CH2:32][CH2:31]1. The catalyst class is: 23.